From a dataset of Peptide-MHC class II binding affinity with 134,281 pairs from IEDB. Regression. Given a peptide amino acid sequence and an MHC pseudo amino acid sequence, predict their binding affinity value. This is MHC class II binding data. The peptide sequence is YDKFLANTSTVLTGK. The MHC is DRB1_1001 with pseudo-sequence DRB1_1001. The binding affinity (normalized) is 0.587.